From a dataset of Forward reaction prediction with 1.9M reactions from USPTO patents (1976-2016). Predict the product of the given reaction. (1) Given the reactants [Cl:1][C:2]1[N:7]=[C:6](Cl)[C:5]([Cl:9])=[CH:4][N:3]=1.[NH2:10][C:11]1[C:12]([F:26])=[CH:13][C:14]([F:25])=[C:15]([NH:17][C:18](=[O:24])[O:19][C:20]([CH3:23])([CH3:22])[CH3:21])[CH:16]=1.CCN(C(C)C)C(C)C, predict the reaction product. The product is: [Cl:1][C:2]1[N:7]=[C:6]([NH:10][C:11]2[C:12]([F:26])=[CH:13][C:14]([F:25])=[C:15]([NH:17][C:18](=[O:24])[O:19][C:20]([CH3:23])([CH3:21])[CH3:22])[CH:16]=2)[C:5]([Cl:9])=[CH:4][N:3]=1. (2) The product is: [CH3:16][N:17]1[CH:21]=[C:20]([C:2]2[CH:15]=[CH:14][C:5]3[N:6]=[C:7]([N:9]4[CH2:12][CH:11]([OH:13])[CH2:10]4)[S:8][C:4]=3[CH:3]=2)[CH:19]=[N:18]1. Given the reactants Br[C:2]1[CH:15]=[CH:14][C:5]2[N:6]=[C:7]([N:9]3[CH2:12][CH:11]([OH:13])[CH2:10]3)[S:8][C:4]=2[CH:3]=1.[CH3:16][N:17]1[CH:21]=[C:20](B2OC(C)(C)C(C)(C)O2)[CH:19]=[N:18]1.C1CCC(P(C2C(C3C=CC=CC=3)=CC=CC=2)C2CCCCC2)CC1, predict the reaction product. (3) Given the reactants [CH:1]([C:3]1[C:4]([CH3:20])=[C:5]([NH:9][C:10](=[O:19])[O:11][CH2:12][C:13]2[CH:18]=[CH:17][CH:16]=[CH:15][CH:14]=2)[CH:6]=[CH:7][CH:8]=1)=O.[N+:21]([CH3:24])([O-:23])=[O:22].C([O-])(=O)C.[NH4+].C(O)(=O)C, predict the reaction product. The product is: [CH3:20][C:4]1[C:3](/[CH:1]=[CH:24]/[N+:21]([O-:23])=[O:22])=[CH:8][CH:7]=[CH:6][C:5]=1[NH:9][C:10](=[O:19])[O:11][CH2:12][C:13]1[CH:18]=[CH:17][CH:16]=[CH:15][CH:14]=1. (4) Given the reactants [OH:1][C:2]1[CH:3]=[C:4]2[C:9](=[CH:10][CH:11]=1)[CH:8]=[C:7]([C:12]#[N:13])[CH:6]=[CH:5]2, predict the reaction product. The product is: [NH2:13][CH2:12][C:7]1[CH:8]=[C:9]2[C:4](=[CH:5][CH:6]=1)[CH:3]=[C:2]([OH:1])[CH:11]=[CH:10]2. (5) Given the reactants Br.[NH2:2][C:3]1[C:12]2[C:7](=[CH:8][CH:9]=[CH:10][CH:11]=2)[C:6]([Br:13])=[CH:5][C:4]=1[C:14]([O:16][CH3:17])=[O:15].[OH-].[Na+].[OH-].[Li+], predict the reaction product. The product is: [BrH:13].[NH2:2][C:3]1[C:12]2[C:7](=[CH:8][CH:9]=[CH:10][CH:11]=2)[C:6]([Br:13])=[CH:5][C:4]=1[C:14]([O:16][CH3:17])=[O:15].[NH2:2][C:3]1[C:12]2[C:7](=[CH:8][CH:9]=[CH:10][CH:11]=2)[C:6]([Br:13])=[CH:5][C:4]=1[C:14]([OH:16])=[O:15].